From a dataset of Peptide-MHC class II binding affinity with 134,281 pairs from IEDB. Regression. Given a peptide amino acid sequence and an MHC pseudo amino acid sequence, predict their binding affinity value. This is MHC class II binding data. The peptide sequence is AAKVAATAANAAPAN. The MHC is DRB1_0802 with pseudo-sequence DRB1_0802. The binding affinity (normalized) is 0.440.